This data is from Forward reaction prediction with 1.9M reactions from USPTO patents (1976-2016). The task is: Predict the product of the given reaction. The product is: [N+:1]([C:4]1[CH:10]=[CH:9][C:7]([NH:8][C:16](=[O:17])[C:15]2[CH:19]=[CH:20][CH:21]=[C:13]([C:12]([F:11])([F:22])[F:23])[CH:14]=2)=[CH:6][CH:5]=1)([O-:3])=[O:2]. Given the reactants [N+:1]([C:4]1[CH:10]=[CH:9][C:7]([NH2:8])=[CH:6][CH:5]=1)([O-:3])=[O:2].[F:11][C:12]([F:23])([F:22])[C:13]1[CH:14]=[C:15]([CH:19]=[CH:20][CH:21]=1)[C:16](Cl)=[O:17], predict the reaction product.